This data is from Reaction yield outcomes from USPTO patents with 853,638 reactions. The task is: Predict the reaction yield, written as a fraction of the theoretical maximum amount of product (1.0 means a 100% yield; for example, 0.34 means a 34% yield). (1) The reactants are C1([Mg]Cl)CCCCC1.I[C:10]1[CH:15]=[CH:14][CH:13]=[CH:12][N:11]=1.[NH2:16][C:17]1[N:21]([C:22]2[CH:23]=[C:24]([CH:31]=[CH:32][C:33]=2[CH3:34])[C:25]([NH:27][CH:28]2[CH2:30][CH2:29]2)=[O:26])[N:20]=[CH:19][C:18]=1[C:35]#N.C1C[O:40]CC1. No catalyst specified. The product is [NH2:16][C:17]1[N:21]([C:22]2[CH:23]=[C:24]([CH:31]=[CH:32][C:33]=2[CH3:34])[C:25]([NH:27][CH:28]2[CH2:30][CH2:29]2)=[O:26])[N:20]=[CH:19][C:18]=1[C:35]([C:10]1[CH:15]=[CH:14][CH:13]=[CH:12][N:11]=1)=[O:40]. The yield is 0.330. (2) The reactants are [CH3:1][N:2]1[CH2:7][CH2:6][N:5]([C:8]2[C:9]3[N:10]([CH:20]=[N:21][N:22]=3)[C:11]3[C:16]([N:17]=2)=[CH:15][CH:14]=[C:13]([CH:18]=[CH2:19])[CH:12]=3)[CH2:4][CH2:3]1. The catalyst is [Pd].C1COCC1. The product is [CH2:18]([C:13]1[CH:12]=[C:11]2[C:16]([N:17]=[C:8]([N:5]3[CH2:6][CH2:7][N:2]([CH3:1])[CH2:3][CH2:4]3)[C:9]3[N:10]2[CH:20]=[N:21][N:22]=3)=[CH:15][CH:14]=1)[CH3:19]. The yield is 0.690.